This data is from Full USPTO retrosynthesis dataset with 1.9M reactions from patents (1976-2016). The task is: Predict the reactants needed to synthesize the given product. (1) Given the product [O-2:12].[Ca+2:3].[NH2:4][C@H:5]([C:11]([OH:13])=[O:12])[CH2:6][CH2:7][CH2:8][CH2:9][NH2:10], predict the reactants needed to synthesize it. The reactants are: O.[O-2].[Ca+2:3].[NH2:4][C@H:5]([C:11]([OH:13])=[O:12])[CH2:6][CH2:7][CH2:8][CH2:9][NH2:10]. (2) Given the product [N:12]1[CH:13]=[CH:14][CH:15]=[N:16][C:11]=1[O:3][CH2:2][C:1]([O:5][CH2:6][CH3:7])=[O:4], predict the reactants needed to synthesize it. The reactants are: [C:1]([O:5][CH2:6][CH3:7])(=[O:4])[CH2:2][OH:3].[H-].[Na+].Cl[C:11]1[N:16]=[CH:15][CH:14]=[CH:13][N:12]=1.[Cl-].[NH4+]. (3) The reactants are: [F:1][C:2]([F:30])([F:29])[C:3]1[CH:4]=[C:5]([C:13]2[N:17]=[CH:16][N:15](/[CH:18]=[C:19](\[C:23]3[CH:24]=[N:25][CH:26]=[CH:27][CH:28]=3)/[C:20]([OH:22])=O)[N:14]=2)[CH:6]=[C:7]([C:9]([F:12])([F:11])[F:10])[CH:8]=1.ClC(OCC(C)C)=O.C[N:40]1CCOCC1. Given the product [F:1][C:2]([F:29])([F:30])[C:3]1[CH:4]=[C:5]([C:13]2[N:17]=[CH:16][N:15](/[CH:18]=[C:19](\[C:23]3[CH:24]=[N:25][CH:26]=[CH:27][CH:28]=3)/[C:20]([NH2:40])=[O:22])[N:14]=2)[CH:6]=[C:7]([C:9]([F:10])([F:11])[F:12])[CH:8]=1, predict the reactants needed to synthesize it. (4) Given the product [CH:1]1([NH:9][C:11]2[C:12]3[CH:20]=[C:19]([F:21])[N:18]=[CH:17][C:13]=3[N:14]=[CH:15][N:16]=2)[CH2:8][CH2:7][CH2:6][CH2:5][CH2:4][CH2:3][CH2:2]1, predict the reactants needed to synthesize it. The reactants are: [CH:1]1([NH2:9])[CH2:8][CH2:7][CH2:6][CH2:5][CH2:4][CH2:3][CH2:2]1.Cl[C:11]1[C:12]2[CH:20]=[C:19]([F:21])[N:18]=[CH:17][C:13]=2[N:14]=[CH:15][N:16]=1.C(N(C(C)C)CC)(C)C.